Dataset: CYP2C9 inhibition data for predicting drug metabolism from PubChem BioAssay. Task: Regression/Classification. Given a drug SMILES string, predict its absorption, distribution, metabolism, or excretion properties. Task type varies by dataset: regression for continuous measurements (e.g., permeability, clearance, half-life) or binary classification for categorical outcomes (e.g., BBB penetration, CYP inhibition). Dataset: cyp2c9_veith. (1) The drug is c1cncc(-c2nc(-n3ccnc3)c3ccccc3n2)c1. The result is 0 (non-inhibitor). (2) The result is 0 (non-inhibitor). The molecule is CCOC(=O)CCN1C(=O)[C@H]2CC[C@H]3/C(=N\NC(=O)OCC)C[C@@H](O)[C@@H](O)[C@@H]3[C@@H]2C1=O.